This data is from Reaction yield outcomes from USPTO patents with 853,638 reactions. The task is: Predict the reaction yield, written as a fraction of the theoretical maximum amount of product (1.0 means a 100% yield; for example, 0.34 means a 34% yield). (1) The reactants are [F:1][C:2]1([F:27])[C:11]2[C:6](=[CH:7][CH:8]=[CH:9][C:10]=2[C:12]2[C:20]([F:21])=[CH:19][C:18]([C:22]([NH2:24])=[O:23])=[C:17]3[C:13]=2[C:14]([CH3:26])=[C:15]([CH3:25])[NH:16]3)[CH2:5][NH:4][CH2:3]1.[C:28](Cl)(=[O:31])[CH:29]=[CH2:30]. The catalyst is C(Cl)Cl. The product is [C:28]([N:4]1[CH2:3][C:2]([F:1])([F:27])[C:11]2[C:6](=[CH:7][CH:8]=[CH:9][C:10]=2[C:12]2[C:20]([F:21])=[CH:19][C:18]([C:22]([NH2:24])=[O:23])=[C:17]3[C:13]=2[C:14]([CH3:26])=[C:15]([CH3:25])[NH:16]3)[CH2:5]1)(=[O:31])[CH:29]=[CH2:30]. The yield is 0.640. (2) The reactants are [N+:1]([C:4]1[N:5]=[CH:6][NH:7][CH:8]=1)([O-:3])=[O:2].[C:9](Cl)([C:22]1[CH:27]=[CH:26][CH:25]=[CH:24][CH:23]=1)([C:16]1[CH:21]=[CH:20][CH:19]=[CH:18][CH:17]=1)[C:10]1[CH:15]=[CH:14][CH:13]=[CH:12][CH:11]=1.[OH-].[Na+]. The catalyst is CN(C=O)C. The product is [N+:1]([C:4]1[N:5]=[CH:6][N:7]([C:9]([C:10]2[CH:15]=[CH:14][CH:13]=[CH:12][CH:11]=2)([C:22]2[CH:23]=[CH:24][CH:25]=[CH:26][CH:27]=2)[C:16]2[CH:17]=[CH:18][CH:19]=[CH:20][CH:21]=2)[CH:8]=1)([O-:3])=[O:2]. The yield is 0.960.